This data is from Reaction yield outcomes from USPTO patents with 853,638 reactions. The task is: Predict the reaction yield, written as a fraction of the theoretical maximum amount of product (1.0 means a 100% yield; for example, 0.34 means a 34% yield). (1) The reactants are [NH2:1]/[C:2](/[CH3:19])=[C:3](\[C:6]1[CH2:7][CH2:8][N:9]([CH2:12][C:13]2[CH:18]=[CH:17][CH:16]=[CH:15][CH:14]=2)[CH2:10][CH:11]=1)/[C:4]#[N:5].[Cl-].N1(C=[N+](C)C)C2C=CC=C[C:24]=2N=N1.[OH-].[Na+]. The catalyst is ClCCl. The product is [CH2:12]([N:9]1[CH2:8][C:7]2[CH:24]=[N:1][C:2]([CH3:19])=[C:3]([C:4]#[N:5])[C:6]=2[CH2:11][CH2:10]1)[C:13]1[CH:14]=[CH:15][CH:16]=[CH:17][CH:18]=1. The yield is 0.530. (2) The reactants are [NH2:1][C:2]1[CH:7]=[CH:6][N:5]=[C:4]([Cl:8])[CH:3]=1.C([Li])CCC.[CH3:14][O:15][C:16]1[CH:17]=[C:18]([C:24]2[C:36](=[O:37])[N:35]([CH2:38][CH3:39])[C:27]3[N:28]=[C:29](S(C)=O)[N:30]=[CH:31][C:26]=3[CH:25]=2)[CH:19]=[C:20]([O:22][CH3:23])[CH:21]=1.C(OCC)(=O)C.O. The catalyst is C1COCC1. The product is [CH3:23][O:22][C:20]1[CH:19]=[C:18]([C:24]2[C:36](=[O:37])[N:35]([CH2:38][CH3:39])[C:27]3[N:28]=[C:29]([NH:1][C:2]4[CH:7]=[CH:6][N:5]=[C:4]([Cl:8])[CH:3]=4)[N:30]=[CH:31][C:26]=3[CH:25]=2)[CH:17]=[C:16]([O:15][CH3:14])[CH:21]=1. The yield is 0.540. (3) The reactants are [F:1][C:2]1[CH:10]=[C:9]2[C:5]([C:6]([C:12]([OH:14])=O)=[CH:7][N:8]2[CH3:11])=[CH:4][CH:3]=1.CN(C=O)C.C(Cl)(=O)C(Cl)=O.[NH2:26][C:27]1[C:32]([Cl:33])=[CH:31][C:30]([CH2:34][C:35]([O:37][CH2:38][CH3:39])=[O:36])=[C:29]([F:40])[CH:28]=1.C(N(CC)CC)C. The catalyst is C(Cl)Cl. The product is [Cl:33][C:32]1[C:27]([NH:26][C:12]([C:6]2[C:5]3[C:9](=[CH:10][C:2]([F:1])=[CH:3][CH:4]=3)[N:8]([CH3:11])[CH:7]=2)=[O:14])=[CH:28][C:29]([F:40])=[C:30]([CH2:34][C:35]([O:37][CH2:38][CH3:39])=[O:36])[CH:31]=1. The yield is 0.630. (4) The reactants are [CH:1]1([N:4]2[CH2:10][CH2:9][CH2:8][N:7]([C:11]3[C:16]([C:17]4[CH:18]=[CH:19][C:20]5[C:21]6[N:35](C7CCCCO7)[N:34]=[CH:33][C:22]=6[C:23](=[O:32])[N:24]([CH2:27][C:28]([F:31])([F:30])[F:29])[C:25]=5[CH:26]=4)=[CH:15][CH:14]=[CH:13][N:12]=3)[CH2:6][CH2:5]2)[CH2:3][CH2:2]1.C1(N2CCCN(C3C(C4C=CC5C6NN(C7CCCCO7)CC=6C(=O)N(CC(F)(F)F)C=5C=4)=CC=CN=3)CC2)CC1.[ClH:83]. The catalyst is O. The product is [ClH:83].[CH:1]1([N:4]2[CH2:10][CH2:9][CH2:8][N:7]([C:11]3[C:16]([C:17]4[CH:18]=[CH:19][C:20]5[C:21]6[NH:35][N:34]=[CH:33][C:22]=6[C:23](=[O:32])[N:24]([CH2:27][C:28]([F:29])([F:30])[F:31])[C:25]=5[CH:26]=4)=[CH:15][CH:14]=[CH:13][N:12]=3)[CH2:6][CH2:5]2)[CH2:2][CH2:3]1. The yield is 0.570. (5) The reactants are Cl[C:2]1[N:7]=[CH:6][C:5]2[CH:8]=[N:9][N:10]([C:11]3[N:16]=[C:15]([N:17]4[CH2:23][C:22]([O:25][CH3:26])([CH3:24])[CH2:21][N:20]([C:27]([O:29][C:30]([CH3:33])([CH3:32])[CH3:31])=[O:28])[CH2:19][CH2:18]4)[CH:14]=[CH:13][CH:12]=3)[C:4]=2[CH:3]=1.CC1(C)C(C)(C)OB([C:42]2[CH:43]=[N:44][NH:45][CH:46]=2)O1.C([O-])([O-])=O.[Na+].[Na+]. The catalyst is O1CCOCC1.C1C=CC(P(C2C=CC=CC=2)[C-]2C=CC=C2)=CC=1.C1C=CC(P(C2C=CC=CC=2)[C-]2C=CC=C2)=CC=1.Cl[Pd]Cl.[Fe+2]. The product is [NH:44]1[CH:43]=[C:42]([C:2]2[N:7]=[CH:6][C:5]3[CH:8]=[N:9][N:10]([C:11]4[N:16]=[C:15]([N:17]5[CH2:23][C:22]([O:25][CH3:26])([CH3:24])[CH2:21][N:20]([C:27]([O:29][C:30]([CH3:33])([CH3:32])[CH3:31])=[O:28])[CH2:19][CH2:18]5)[CH:14]=[CH:13][CH:12]=4)[C:4]=3[CH:3]=2)[CH:46]=[N:45]1. The yield is 0.630. (6) The reactants are [CH:1]([O-:3])=O.[Na+].C(O)=O.[CH3:8][C@H:9]1[CH2:18][NH:17][C:16]2[C:11](=[CH:12][CH:13]=[C:14]([C:19]3[CH:24]=[CH:23][C:22]([S:25]([CH3:28])(=[O:27])=[O:26])=[CH:21][CH:20]=3)[CH:15]=2)[N:10]1[C:29](=[O:31])[CH3:30]. No catalyst specified. The product is [C:29]([N:10]1[C:11]2[C:16](=[CH:15][C:14]([C:19]3[CH:24]=[CH:23][C:22]([S:25]([CH3:28])(=[O:26])=[O:27])=[CH:21][CH:20]=3)=[CH:13][CH:12]=2)[N:17]([CH:1]=[O:3])[CH2:18][C@@H:9]1[CH3:8])(=[O:31])[CH3:30]. The yield is 0.460. (7) The reactants are C(NC(C)C)(C)C.C([Li])CCC.[CH2:13]([O:15][C:16](=[O:22])[CH:17]([O:19][CH2:20][CH3:21])[CH3:18])[CH3:14].[Li+].CC([N-]C(C)C)C.[CH2:31]([O:38][C:39]1[CH:46]=[CH:45][C:42]([CH:43]=[O:44])=[CH:41][CH:40]=1)[C:32]1[CH:37]=[CH:36][CH:35]=[CH:34][CH:33]=1.[Cl-].[NH4+]. The catalyst is O1CCCC1. The product is [CH2:13]([O:15][C:16](=[O:22])[C:17]([O:19][CH2:20][CH3:21])([CH3:18])[CH:43]([C:42]1[CH:41]=[CH:40][C:39]([O:38][CH2:31][C:32]2[CH:33]=[CH:34][CH:35]=[CH:36][CH:37]=2)=[CH:46][CH:45]=1)[OH:44])[CH3:14]. The yield is 0.680.